From a dataset of Reaction yield outcomes from USPTO patents with 853,638 reactions. Predict the reaction yield, written as a fraction of the theoretical maximum amount of product (1.0 means a 100% yield; for example, 0.34 means a 34% yield). (1) The yield is 0.720. The product is [OH:10][C:6]1[C:7](=[O:9])[CH:8]=[C:3]([CH2:2][N:11]2[CH2:16][CH2:15][O:14][CH2:13][CH2:12]2)[O:4][CH:5]=1. The reactants are Br[CH2:2][C:3]1[O:4][CH:5]=[C:6]([OH:10])[C:7](=[O:9])[CH:8]=1.[NH:11]1[CH2:16][CH2:15][O:14][CH2:13][CH2:12]1. The catalyst is C(#N)C. (2) The reactants are [NH:1]1[CH2:6][CH2:5][CH:4]([C:7]([O:9][CH2:10][CH3:11])=[O:8])[CH2:3][CH2:2]1.[CH3:12][C:13]1([CH3:16])[CH2:15][S:14]1.O. The catalyst is C1C=CC=CC=1. The product is [CH3:12][C:13]([SH:14])([CH3:16])[CH2:15][N:1]1[CH2:6][CH2:5][CH:4]([C:7]([O:9][CH2:10][CH3:11])=[O:8])[CH2:3][CH2:2]1. The yield is 0.970. (3) The reactants are [Br:1][C:2]1[CH:3]=[CH:4][C:5]([F:12])=[C:6]([CH:11]=1)/[C:7](/Cl)=[N:8]/[OH:9].[CH2:13]([Cl:16])[CH:14]=[CH2:15].Cl.O. The catalyst is CCOCC.CCOC(C)=O. The product is [Br:1][C:2]1[CH:3]=[CH:4][C:5]([F:12])=[C:6]([C:7]2[CH2:15][CH:14]([CH2:13][Cl:16])[O:9][N:8]=2)[CH:11]=1. The yield is 0.521. (4) The reactants are COC1C=CC(C[N:8](CC2C=CC(OC)=CC=2)[C:9]2[CH:16]=[C:15]([O:17][CH3:18])[C:14]([C:19]3[O:23][CH:22]=[N:21][CH:20]=3)=[CH:13][C:10]=2[CH:11]=[O:12])=CC=1.C(=O)([O-])[O-].[K+].[K+].CC1C=CC(S([CH2:51][N+:52]#[C-:53])(=O)=O)=CC=1.C(O)(C(F)(F)F)=O. The catalyst is CO.C(Cl)Cl. The product is [CH3:18][O:17][C:15]1[C:14]([C:19]2[O:23][CH:22]=[N:21][CH:20]=2)=[CH:13][C:10]([C:11]2[O:12][CH:53]=[N:52][CH:51]=2)=[C:9]([CH:16]=1)[NH2:8]. The yield is 0.180. (5) The reactants are [Cl:1]N1C(=O)CCC1=O.[NH2:9][C:10]1[C:11]([NH:20][CH2:21][CH2:22][CH2:23][OH:24])=[C:12]([CH:17]=[CH:18][CH:19]=1)[C:13]([O:15][CH3:16])=[O:14]. The catalyst is C(#N)C.C(=O)([O-])O.[Na+]. The product is [NH2:9][C:10]1[C:11]([NH:20][CH2:21][CH2:22][CH2:23][OH:24])=[C:12]([CH:17]=[CH:18][C:19]=1[Cl:1])[C:13]([O:15][CH3:16])=[O:14]. The yield is 0.160. (6) The reactants are [Cl:1][C:2]1[C:3](F)=[C:4]([F:31])[CH:5]=[C:6]2[C:11]=1[N:10]([C:12]1[CH:17]=[CH:16][C:15]([CH2:18][N:19]3[CH2:23][CH2:22][CH2:21][CH2:20]3)=[CH:14][C:13]=1[F:24])[CH:9]=[C:8]([C:25]([O:27][CH2:28][CH3:29])=[O:26])[C:7]2=[O:30].[C:33]([C:35]1[CH:40]=[CH:39][CH:38]=[CH:37][C:36]=1[N:41]1[CH2:46][CH2:45][NH:44][CH2:43][CH2:42]1)#[N:34].CCN(C(C)C)C(C)C. The catalyst is CS(C)=O. The product is [Cl:1][C:2]1[C:3]([N:44]2[CH2:43][CH2:42][N:41]([C:36]3[CH:37]=[CH:38][CH:39]=[CH:40][C:35]=3[C:33]#[N:34])[CH2:46][CH2:45]2)=[C:4]([F:31])[CH:5]=[C:6]2[C:11]=1[N:10]([C:12]1[CH:17]=[CH:16][C:15]([CH2:18][N:19]3[CH2:20][CH2:21][CH2:22][CH2:23]3)=[CH:14][C:13]=1[F:24])[CH:9]=[C:8]([C:25]([O:27][CH2:28][CH3:29])=[O:26])[C:7]2=[O:30]. The yield is 0.400.